Dataset: Reaction yield outcomes from USPTO patents with 853,638 reactions. Task: Predict the reaction yield, written as a fraction of the theoretical maximum amount of product (1.0 means a 100% yield; for example, 0.34 means a 34% yield). The reactants are [F:8][C:7]([F:10])([F:9])[C:6](O[C:6](=[O:11])[C:7]([F:10])([F:9])[F:8])=[O:11].[C:14]([O:18][C:19]([N:21]1[CH2:26][CH2:25][NH:24][CH2:23][CH:22]1[CH2:27][CH2:28][OH:29])=[O:20])([CH3:17])([CH3:16])[CH3:15].C(N(CC)CC)C. The catalyst is ClCCl. The product is [C:14]([O:18][C:19]([N:21]1[CH2:26][CH2:25][N:24]([C:6](=[O:11])[C:7]([F:8])([F:9])[F:10])[CH2:23][CH:22]1[CH2:27][CH2:28][OH:29])=[O:20])([CH3:17])([CH3:16])[CH3:15]. The yield is 0.990.